This data is from Forward reaction prediction with 1.9M reactions from USPTO patents (1976-2016). The task is: Predict the product of the given reaction. (1) Given the reactants C(OC([N:8]1[CH2:18][CH:17]2[O:19][CH:10]([C:11]3[C:16]2=[CH:15][C:14]([NH2:20])=[CH:13][CH:12]=3)[CH2:9]1)=O)(C)(C)C.Cl[C:22]1[N:27]=[C:26]([NH:28][C:29]2[CH:38]=[CH:37][CH:36]=[CH:35][C:30]=2[C:31]([NH:33][CH3:34])=[O:32])[C:25]([Cl:39])=[CH:24][N:23]=1, predict the reaction product. The product is: [Cl:39][C:25]1[C:26]([NH:28][C:29]2[CH:38]=[CH:37][CH:36]=[CH:35][C:30]=2[C:31]([NH:33][CH3:34])=[O:32])=[N:27][C:22]([NH:20][C:14]2[CH:13]=[CH:12][C:11]3[CH:10]4[O:19][CH:17]([CH2:18][NH:8][CH2:9]4)[C:16]=3[CH:15]=2)=[N:23][CH:24]=1. (2) Given the reactants [CH3:1][C:2]([CH3:23])([CH3:22])[C:3](=[O:21])[CH2:4][N:5]1[CH2:12][CH:11]2[O:13][CH:7]([CH2:8][N:9](C(OC(C)(C)C)=O)[CH2:10]2)[CH2:6]1.Cl.C(#N)C.C([O-])([O-])=O.[K+].[K+], predict the reaction product. The product is: [CH3:1][C:2]([CH3:23])([CH3:22])[C:3](=[O:21])[CH2:4][N:5]1[CH2:12][CH:11]2[O:13][CH:7]([CH2:8][NH:9][CH2:10]2)[CH2:6]1. (3) Given the reactants [Cl:1][C:2]1[CH:7]=[CH:6][C:5]([C:8]2[CH2:13][S:12][C:11](=[O:14])[N:10]([CH2:15][C:16]3[CH:21]=[CH:20][CH:19]=[C:18]([N+:22]([O-])=O)[CH:17]=3)[N:9]=2)=[CH:4][CH:3]=1.[H][H], predict the reaction product. The product is: [NH2:22][C:18]1[CH:17]=[C:16]([CH:21]=[CH:20][CH:19]=1)[CH2:15][N:10]1[N:9]=[C:8]([C:5]2[CH:4]=[CH:3][C:2]([Cl:1])=[CH:7][CH:6]=2)[CH2:13][S:12][C:11]1=[O:14].